Dataset: Catalyst prediction with 721,799 reactions and 888 catalyst types from USPTO. Task: Predict which catalyst facilitates the given reaction. (1) Reactant: [OH:1][CH2:2][CH:3]([CH2:5][OH:6])[OH:4].[C:7]([O:13][CH3:14])(=O)[CH2:8][CH2:9][CH2:10][CH3:11]. Product: [CH2:7]([O:1][CH2:2][CH:3]([CH2:5][OH:6])[OH:4])[CH2:8][CH2:9][CH2:10][CH3:11].[CH3:2][CH2:14][O:13][CH2:7][CH3:8]. The catalyst class is: 45. (2) Reactant: C([O:8][C:9]1[CH:10]=[C:11]2[C:15](=[CH:16][CH:17]=1)[N:14]([CH3:18])[C:13]([C:19]([N:21]1[CH2:26][CH2:25][N:24]([C:27]3[CH:32]=[CH:31][CH:30]=[CH:29][C:28]=3[C:33]([CH3:36])([CH3:35])[CH3:34])[CH2:23][CH2:22]1)=[O:20])=[CH:12]2)C1C=CC=CC=1.CO. Product: [C:33]([C:28]1[CH:29]=[CH:30][CH:31]=[CH:32][C:27]=1[N:24]1[CH2:23][CH2:22][N:21]([C:19]([C:13]2[N:14]([CH3:18])[C:15]3[C:11]([CH:12]=2)=[CH:10][C:9]([OH:8])=[CH:17][CH:16]=3)=[O:20])[CH2:26][CH2:25]1)([CH3:36])([CH3:34])[CH3:35]. The catalyst class is: 481. (3) Reactant: [F:1][C:2]1[CH:3]=[C:4]([CH:9]=[C:10]([N+:12]([O-])=O)[CH:11]=1)[C:5]([O:7][CH3:8])=[O:6].[Cl-].[NH4+]. Product: [NH2:12][C:10]1[CH:9]=[C:4]([CH:3]=[C:2]([F:1])[CH:11]=1)[C:5]([O:7][CH3:8])=[O:6]. The catalyst class is: 186.